From a dataset of Full USPTO retrosynthesis dataset with 1.9M reactions from patents (1976-2016). Predict the reactants needed to synthesize the given product. Given the product [Cl:25][C:22]1[CH:21]=[CH:20][C:19]([NH:18][C:16]2[O:17][C:13]3[CH:12]=[CH:11][C:10]([OH:9])=[CH:26][C:14]=3[N:15]=2)=[CH:24][CH:23]=1, predict the reactants needed to synthesize it. The reactants are: C([O:9][C:10]1[CH:11]=[CH:12][C:13]2[O:17][C:16]([NH:18][C:19]3[CH:24]=[CH:23][C:22]([Cl:25])=[CH:21][CH:20]=3)=[N:15][C:14]=2[CH:26]=1)(=O)C1C=CC=CC=1.C([O-])([O-])=O.[K+].[K+].O.